This data is from CYP2C9 inhibition data for predicting drug metabolism from PubChem BioAssay. The task is: Regression/Classification. Given a drug SMILES string, predict its absorption, distribution, metabolism, or excretion properties. Task type varies by dataset: regression for continuous measurements (e.g., permeability, clearance, half-life) or binary classification for categorical outcomes (e.g., BBB penetration, CYP inhibition). Dataset: cyp2c9_veith. The drug is O=C(Nc1ccc(F)cc1)c1cnc(-c2ccccc2)nc1-c1ccccc1. The result is 1 (inhibitor).